From a dataset of Full USPTO retrosynthesis dataset with 1.9M reactions from patents (1976-2016). Predict the reactants needed to synthesize the given product. (1) Given the product [F:22][C:23]([F:43])([F:42])[S:24]([O:11][C:8]1[CH2:7][CH2:6][C:5]2([O:4][CH2:3][CH2:2][O:1]2)[CH2:10][CH:9]=1)(=[O:26])=[O:25], predict the reactants needed to synthesize it. The reactants are: [O:1]1[C:5]2([CH2:10][CH2:9][C:8](=[O:11])[CH2:7][CH2:6]2)[O:4][CH2:3][CH2:2]1.[Li+].C[Si]([N-][Si](C)(C)C)(C)C.[F:22][C:23]([F:43])([F:42])[S:24](N(C1C=CC(Cl)=CN=1)[S:24]([C:23]([F:43])([F:42])[F:22])(=[O:26])=[O:25])(=[O:26])=[O:25].O. (2) Given the product [C:20]([NH:19][C:15]1([C:14](=[O:30])[CH3:13])[CH2:18][CH2:17][CH2:16]1)(=[O:27])[C:21]1[CH:26]=[CH:25][CH:24]=[CH:23][CH:22]=1, predict the reactants needed to synthesize it. The reactants are: CC(C[AlH]CC(C)C)C.C(O[C:13](=O)[CH2:14][C:15]1([NH:19][C:20](=[O:27])[C:21]2[CH:26]=[CH:25][CH:24]=[CH:23][CH:22]=2)[CH2:18][CH2:17][CH2:16]1)C.C[OH:30].[NH4+].[Cl-]. (3) The reactants are: COC1C=C(C=C([N+]([O-])=O)C=1)C=O.C(NC(C1CCNCC1)=O)(C)(C)C.[C:27]([NH:31][C:32]([CH:34]1[CH2:39][CH2:38][N:37]([CH2:40][C:41]2[CH:46]=[C:45]([N+:47]([O-])=O)[CH:44]=[C:43]([O:50][CH3:51])[CH:42]=2)[CH2:36][CH2:35]1)=[O:33])([CH3:30])([CH3:29])[CH3:28]. Given the product [C:27]([NH:31][C:32]([CH:34]1[CH2:35][CH2:36][N:37]([CH2:40][C:41]2[CH:42]=[C:43]([O:50][CH3:51])[CH:44]=[C:45]([NH2:47])[CH:46]=2)[CH2:38][CH2:39]1)=[O:33])([CH3:30])([CH3:29])[CH3:28], predict the reactants needed to synthesize it. (4) Given the product [C:31]([C@H:27]1[CH2:28][CH2:29][CH2:30][N:26]1[C:24](=[O:25])[CH2:23][CH2:22][CH2:21][CH2:20][CH2:19][CH2:18][CH2:17][C:16]([N:12]1[CH2:13][CH2:14][CH2:15][C@@H:11]1[C:9]([OH:10])=[O:8])=[O:41])([OH:33])=[O:32], predict the reactants needed to synthesize it. The reactants are: C([O:8][C:9]([C@H:11]1[CH2:15][CH2:14][CH2:13][N:12]1[C:16](=[O:41])[CH2:17][CH2:18][CH2:19][CH2:20][CH2:21][CH2:22][CH2:23][C:24]([N:26]1[CH2:30][CH2:29][CH2:28][C@@H:27]1[C:31]([O:33]CC1C=CC=CC=1)=[O:32])=[O:25])=[O:10])C1C=CC=CC=1. (5) Given the product [CH2:1]([O:3][C:4](=[O:23])[CH:5]([N:6]([CH:20]1[CH2:22][CH2:21]1)[C:7](=[O:19])[C:8]1[CH:9]=[CH:10][C:11]([O:14][C:15]([F:16])([F:17])[F:18])=[CH:12][CH:13]=1)[C:32]([C:29]1[CH:28]=[N:27][C:26]([S:25][CH3:24])=[N:31][CH:30]=1)=[O:33])[CH3:2], predict the reactants needed to synthesize it. The reactants are: [CH2:1]([O:3][C:4](=[O:23])[CH2:5][N:6]([CH:20]1[CH2:22][CH2:21]1)[C:7](=[O:19])[C:8]1[CH:13]=[CH:12][C:11]([O:14][C:15]([F:18])([F:17])[F:16])=[CH:10][CH:9]=1)[CH3:2].[CH3:24][S:25][C:26]1[N:31]=[CH:30][C:29]([C:32](O)=[O:33])=[CH:28][N:27]=1. (6) Given the product [CH3:1][O:2][C:3]1[C:11]2[O:10][C:9]([CH3:13])([CH3:12])[CH2:8][C:7]=2[CH:6]=[C:5]([C:14]#[N:17])[CH:4]=1, predict the reactants needed to synthesize it. The reactants are: [CH3:1][O:2][C:3]1[C:11]2[O:10][C:9]([CH3:13])([CH3:12])[CH2:8][C:7]=2[CH:6]=[C:5]([CH:14]=O)[CH:4]=1.Cl.[NH2:17]O.[OH-].[K+].